From a dataset of Reaction yield outcomes from USPTO patents with 853,638 reactions. Predict the reaction yield, written as a fraction of the theoretical maximum amount of product (1.0 means a 100% yield; for example, 0.34 means a 34% yield). (1) The reactants are [Br:1][C:2]1[CH:11]=[C:10]2[C:5]([CH:6]([NH:14][C:15](=O)OC(C)(C)C)[CH2:7][C:8]([CH3:13])([CH3:12])[O:9]2)=[CH:4][C:3]=1[CH3:22].O(C(OC(C)(C)C)=O)[C:24](OC(C)(C)C)=O.C(N(CC)CC)C.O. The catalyst is C(Cl)Cl. The product is [Br:1][C:2]1[CH:11]=[C:10]2[C:5]([CH:6]([N:14]([CH3:15])[CH3:24])[CH2:7][C:8]([CH3:12])([CH3:13])[O:9]2)=[CH:4][C:3]=1[CH3:22]. The yield is 0.830. (2) The reactants are [CH3:1][N:2]1[CH:6]=[C:5](B2OC(C)(C)C(C)(C)O2)[CH:4]=[N:3]1.Cl[C:17]1[N:22]=[C:21]([NH:23][C:24]2[N:29]=[CH:28][C:27]3[N:30]=[C:31]([CH3:36])[N:32]([CH:33]([CH3:35])[CH3:34])[C:26]=3[CH:25]=2)[CH:20]=[CH:19][N:18]=1.C([O-])(=O)C.[K+]. The catalyst is O.C(#N)C.C1C=CC([P]([Pd]([P](C2C=CC=CC=2)(C2C=CC=CC=2)C2C=CC=CC=2)([P](C2C=CC=CC=2)(C2C=CC=CC=2)C2C=CC=CC=2)[P](C2C=CC=CC=2)(C2C=CC=CC=2)C2C=CC=CC=2)(C2C=CC=CC=2)C2C=CC=CC=2)=CC=1. The product is [CH:33]([N:32]1[C:26]2[CH:25]=[C:24]([NH:23][C:21]3[CH:20]=[CH:19][N:18]=[C:17]([C:5]4[CH:4]=[N:3][N:2]([CH3:1])[CH:6]=4)[N:22]=3)[N:29]=[CH:28][C:27]=2[N:30]=[C:31]1[CH3:36])([CH3:35])[CH3:34]. The yield is 0.310. (3) The reactants are [O:1]1[C:6]2[CH:7]=[CH:8][C:9]([CH2:11]O)=[CH:10][C:5]=2[O:4][CH2:3][CH2:2]1.O=S(Cl)[Cl:15]. No catalyst specified. The product is [Cl:15][CH2:11][C:9]1[CH:8]=[CH:7][C:6]2[O:1][CH2:2][CH2:3][O:4][C:5]=2[CH:10]=1. The yield is 0.880.